Task: Predict the product of the given reaction.. Dataset: Forward reaction prediction with 1.9M reactions from USPTO patents (1976-2016) (1) Given the reactants [C:1]1(=[O:8])[O:7][C:5](=[O:6])[CH:4]=[C:2]1[CH3:3].[CH2:9]([CH:11]([CH2:14][CH2:15][CH2:16][CH3:17])[CH2:12][OH:13])[CH3:10].[C:18]1([CH3:27])[CH:23]=[CH:22][C:21](S(=O)=O)=[CH:20][CH:19]=1.[CH2:28](OC(=O)C)C, predict the reaction product. The product is: [CH2:9]([CH:11]([CH2:14][CH2:15][CH2:16][CH3:17])[CH2:12][O:13][C:1](=[O:8])/[C:2](=[CH:4]\[C:5]([O:7][CH2:28][CH:21]([CH2:20][CH3:19])[CH2:22][CH2:23][CH2:18][CH3:27])=[O:6])/[CH3:3])[CH3:10]. (2) Given the reactants [Cl:1][C:2]1[C:3]([C:8]([OH:10])=O)=[N:4][CH:5]=[CH:6][N:7]=1.CN(C(ON1N=NC2C=CC=CC1=2)=[N+](C)C)C.[B-](F)(F)(F)F.C(N(C(C)C)CC)(C)C.[CH2:42]([O:49][C:50](=[O:56])[NH:51][CH2:52][C:53](=[NH:55])[NH2:54])[C:43]1[CH:48]=[CH:47][CH:46]=[CH:45][CH:44]=1, predict the reaction product. The product is: [CH2:42]([O:49][C:50](=[O:56])[NH:51][CH2:52][C:53]([NH:55][C:8]([C:3]1[C:2]([Cl:1])=[N:7][CH:6]=[CH:5][N:4]=1)=[O:10])=[NH:54])[C:43]1[CH:44]=[CH:45][CH:46]=[CH:47][CH:48]=1. (3) Given the reactants [C:1](O)(=[O:9])[C:2]1[C:3](=[CH:5][CH:6]=[CH:7][CH:8]=1)[SH:4].[Br:11][C:12]1[CH:17]=[CH:16][C:15]([OH:18])=[CH:14][CH:13]=1, predict the reaction product. The product is: [Br:11][C:12]1[C:17]2[C:1](=[O:9])[C:2]3[C:3](=[CH:5][CH:6]=[CH:7][CH:8]=3)[S:4][C:16]=2[C:15]([OH:18])=[CH:14][CH:13]=1. (4) Given the reactants [CH:1]1[C:10]2[C:5](=[CH:6][C:7]([C:11](O)=O)=[CH:8][CH:9]=2)[CH:4]=[CH:3][N:2]=1.[NH2:14][NH:15][C:16]([NH2:18])=[S:17], predict the reaction product. The product is: [CH:1]1[C:10]2[C:5](=[CH:6][C:7]([C:11]3[S:17][C:16]([NH2:18])=[N:15][N:14]=3)=[CH:8][CH:9]=2)[CH:4]=[CH:3][N:2]=1. (5) Given the reactants C([O-])([O-])=O.[K+].[K+].[CH3:7][O:8][C:9](=[O:45])[C:10]([N:12]([C:19]1[CH:24]=[C:23]([Cl:25])[CH:22]=[CH:21][C:20]=1[C:26](=[O:44])[CH2:27][CH2:28][C:29]1[CH:34]=[CH:33][C:32]([S:35](=[O:43])(=[O:42])[NH:36][CH2:37][CH:38]([OH:41])[CH2:39][OH:40])=[CH:31][CH:30]=1)[C:13]1[CH:18]=[CH:17][CH:16]=[CH:15][CH:14]=1)=O.COC(=O)C(N(C1C=C(Cl)C=CC=1C(=O)CCC1C=CC(S(=O)(=O)NCC2COC(C)(C)O2)=CC=1)C1C=CC=CC=1)=O, predict the reaction product. The product is: [CH3:7][O:8][C:9]([C:10]1[N:12]([C:13]2[CH:18]=[CH:17][CH:16]=[CH:15][CH:14]=2)[C:19]2[C:20]([C:26](=[O:44])[C:27]=1[CH2:28][C:29]1[CH:34]=[CH:33][C:32]([S:35](=[O:43])(=[O:42])[NH:36][CH2:37][CH:38]([OH:41])[CH2:39][OH:40])=[CH:31][CH:30]=1)=[CH:21][CH:22]=[C:23]([Cl:25])[CH:24]=2)=[O:45].